From a dataset of Forward reaction prediction with 1.9M reactions from USPTO patents (1976-2016). Predict the product of the given reaction. (1) Given the reactants [C:1]([C:5]1[CH:22]=[CH:21][C:8]([CH2:9][N:10]2C(=O)C3=CC=CC=C3C2=O)=[C:7]([O:23][CH:24]2[CH2:29][CH2:28][N:27]([C:30]([O:32][C:33]([CH3:36])([CH3:35])[CH3:34])=[O:31])[CH2:26][CH2:25]2)[CH:6]=1)([CH3:4])([CH3:3])[CH3:2].NN, predict the reaction product. The product is: [C:1]([C:5]1[CH:22]=[CH:21][C:8]([CH2:9][NH2:10])=[C:7]([O:23][CH:24]2[CH2:25][CH2:26][N:27]([C:30]([O:32][C:33]([CH3:36])([CH3:35])[CH3:34])=[O:31])[CH2:28][CH2:29]2)[CH:6]=1)([CH3:4])([CH3:2])[CH3:3]. (2) Given the reactants [C:1]1([C:7]2[CH:11]=[C:10]([NH2:12])[NH:9][N:8]=2)[CH:6]=[CH:5][CH:4]=[CH:3][CH:2]=1.CC1(C)[O:21][C:19](=O)[CH2:18][C:16](=O)O1, predict the reaction product. The product is: [C:1]1([C:7]2[NH:8][N:9]=[C:10]3[C:11]=2[CH:16]([C:1]2[CH:6]=[CH:5][CH:4]=[CH:3][CH:2]=2)[CH2:18][C:19](=[O:21])[NH:12]3)[CH:2]=[CH:3][CH:4]=[CH:5][CH:6]=1. (3) The product is: [Cl:1][C:2]1[CH:3]=[C:4]2[C:9](=[C:10]([NH:18][CH:16]([CH3:17])[CH3:15])[N:11]=1)[C:8](=[O:13])[N:7]([CH3:14])[CH:6]=[CH:5]2. Given the reactants [Cl:1][C:2]1[CH:3]=[C:4]2[C:9](=[C:10](Cl)[N:11]=1)[C:8](=[O:13])[N:7]([CH3:14])[CH:6]=[CH:5]2.[CH3:15][CH:16]([NH2:18])[CH3:17].CCN(C(C)C)C(C)C, predict the reaction product. (4) Given the reactants BrC1C=CC(O)=C(C2C=[CH:16][C:15]3[C:10](=[CH:11][CH:12]=[C:13]([C:18]4[N:22]([CH:23]5[CH2:28][CH2:27][CH2:26][CH2:25][CH2:24]5)[C:21]5[CH:29]=[CH:30][C:31]([C:33]([OH:35])=[O:34])=[CH:32][C:20]=5[N:19]=4)[CH:14]=3)[N:9]=2)C=1.[CH2:37]([O:44][C:45]1[CH:50]=[CH:49][C:48]([C:51](=O)[CH3:52])=[C:47]([OH:54])[C:46]=1[CH3:55])[C:38]1[CH:43]=[CH:42][CH:41]=[CH:40][CH:39]=1.[OH-].[K+], predict the reaction product. The product is: [CH2:37]([O:44][C:45]1[CH:50]=[CH:49][C:48]([C:51]2[CH:52]=[CH:16][C:15]3[C:10](=[CH:11][CH:12]=[C:13]([C:18]4[N:22]([CH:23]5[CH2:24][CH2:25][CH2:26][CH2:27][CH2:28]5)[C:21]5[CH:29]=[CH:30][C:31]([C:33]([OH:35])=[O:34])=[CH:32][C:20]=5[N:19]=4)[CH:14]=3)[N:9]=2)=[C:47]([OH:54])[C:46]=1[CH3:55])[C:38]1[CH:43]=[CH:42][CH:41]=[CH:40][CH:39]=1. (5) The product is: [CH2:1]([S:3]([N:6]1[CH2:11][CH2:10][C:9]([CH2:12][NH2:13])([CH2:14][CH:15]2[CH2:19][CH2:18][CH2:17][O:16]2)[CH2:8][CH2:7]1)(=[O:5])=[O:4])[CH3:2]. Given the reactants [CH2:1]([S:3]([N:6]1[CH2:11][CH2:10][C:9]([CH2:14][CH:15]2[CH2:19][CH2:18][CH2:17][O:16]2)([C:12]#[N:13])[CH2:8][CH2:7]1)(=[O:5])=[O:4])[CH3:2].N.O, predict the reaction product. (6) Given the reactants C(N(C(C)C)CC)(C)C.[Cl:10][C:11]1[CH:12]=[CH:13][C:14]2[N:19]=[C:18]([C:20]3[C:29]4[C:24](=[CH:25][CH:26]=[CH:27][CH:28]=4)[CH:23]=[CH:22][CH:21]=3)[O:17][C:16](=[O:30])[C:15]=2[CH:31]=1.[NH:32]1[CH2:38][CH2:37][CH2:36][CH2:35][CH2:34][CH2:33]1, predict the reaction product. The product is: [Cl:10][C:11]1[CH:12]=[CH:13][C:14]([NH:19][C:18]([C:20]2[C:29]3[C:24](=[CH:25][CH:26]=[CH:27][CH:28]=3)[CH:23]=[CH:22][CH:21]=2)=[O:17])=[C:15]([C:16]([N:32]2[CH2:38][CH2:37][CH2:36][CH2:35][CH2:34][CH2:33]2)=[O:30])[CH:31]=1.